This data is from Retrosynthesis with 50K atom-mapped reactions and 10 reaction types from USPTO. The task is: Predict the reactants needed to synthesize the given product. (1) Given the product CC(C)(C)OC(=O)NC1=NC(c2cccc(Br)c2)(C(F)F)COC1, predict the reactants needed to synthesize it. The reactants are: CC(C)(C)OC(=O)OC(=O)OC(C)(C)C.NC1=NC(c2cccc(Br)c2)(C(F)F)COC1. (2) Given the product Cc1ccc(S(=O)(=O)n2cc(B3OC(C)(C)C(C)(C)O3)c3cc(Cl)cnc32)cc1, predict the reactants needed to synthesize it. The reactants are: CC1(C)OB(B2OC(C)(C)C(C)(C)O2)OC1(C)C.Cc1ccc(S(=O)(=O)n2cc(Br)c3cc(Cl)cnc32)cc1. (3) Given the product COC(=O)c1ccccc1C(=O)c1ccc(N2CCC(N3C(=O)OCc4ccc(Cl)cc43)CC2)c([N+](=O)[O-])c1, predict the reactants needed to synthesize it. The reactants are: COC(=O)c1ccccc1C(=O)c1ccc(Cl)c([N+](=O)[O-])c1.O=C1OCc2ccc(Cl)cc2N1C1CCNCC1. (4) Given the product COc1ccccc1NS(=O)(=O)c1ccc(N)cc1, predict the reactants needed to synthesize it. The reactants are: COc1ccccc1NS(=O)(=O)c1ccc([N+](=O)[O-])cc1.